Dataset: Reaction yield outcomes from USPTO patents with 853,638 reactions. Task: Predict the reaction yield, written as a fraction of the theoretical maximum amount of product (1.0 means a 100% yield; for example, 0.34 means a 34% yield). (1) The reactants are [Cl:1][C:2]1[CH:17]=[CH:16][C:5]([CH2:6][NH:7][C:8]2[N:13]=[CH:12][C:11]([CH:14]=[O:15])=[CH:10][CH:9]=2)=[CH:4][CH:3]=1.[C:18]([O:22][C:23](O[C:23]([O:22][C:18]([CH3:21])([CH3:20])[CH3:19])=[O:24])=[O:24])([CH3:21])([CH3:20])[CH3:19].C(N(CC)C(C)C)(C)C. The catalyst is O1CCCC1.CN(C)C1C=CN=CC=1. The product is [C:18]([O:22][C:23](=[O:24])[N:7]([CH2:6][C:5]1[CH:16]=[CH:17][C:2]([Cl:1])=[CH:3][CH:4]=1)[C:8]1[CH:9]=[CH:10][C:11]([CH:14]=[O:15])=[CH:12][N:13]=1)([CH3:21])([CH3:20])[CH3:19]. The yield is 0.840. (2) The reactants are C(OC(=O)[N:7]([S:34]([NH2:37])(=[O:36])=[O:35])[CH2:8][C@@H:9]1[CH2:13][C@@H:12]([O:14][C:15]2[CH:20]=[C:19]([NH:21][C@@H:22]3[C:30]4[C:25](=[CH:26][CH:27]=[CH:28][CH:29]=4)[CH2:24][C@@H:23]3[O:31][CH3:32])[N:18]=[CH:17][N:16]=2)[CH2:11][C@@H:10]1[OH:33])(C)(C)C.FC(F)(F)C(O)=O. The catalyst is C1(C)C=CC=CC=1. The product is [OH:33][C@H:10]1[CH2:11][C@H:12]([O:14][C:15]2[CH:20]=[C:19]([NH:21][C@@H:22]3[C:30]4[C:25](=[CH:26][CH:27]=[CH:28][CH:29]=4)[CH2:24][C@@H:23]3[O:31][CH3:32])[N:18]=[CH:17][N:16]=2)[CH2:13][C@H:9]1[CH2:8][NH:7][S:34]([NH2:37])(=[O:36])=[O:35]. The yield is 0.840. (3) The reactants are C([O:3][C:4]([C:6]1[C:7]2[N:8]([CH:13]=[CH:14][N:15]=2)[N:9]=[C:10]([Cl:12])[CH:11]=1)=O)C.O.[NH2:17][NH2:18]. The catalyst is C(O)C. The product is [Cl:12][C:10]1[CH:11]=[C:6]([C:4]([NH:17][NH2:18])=[O:3])[C:7]2[N:8]([CH:13]=[CH:14][N:15]=2)[N:9]=1. The yield is 0.570.